From a dataset of Catalyst prediction with 721,799 reactions and 888 catalyst types from USPTO. Predict which catalyst facilitates the given reaction. Reactant: C([O:3][C:4]([CH:6]1[CH2:11][CH2:10][CH2:9][CH2:8][CH:7]1[N:12]([CH:33]1[CH2:38][CH2:37][CH2:36][CH2:35][CH2:34]1)[C:13](=[O:32])[CH2:14][C:15]1[NH:20][C:19]2[CH:21]=[CH:22][C:23]([NH:25][S:26]([CH3:29])(=[O:28])=[O:27])=[CH:24][C:18]=2[S:17](=[O:31])(=[O:30])[N:16]=1)=O)C.[O-]CC.[Na+].Cl. Product: [CH:33]1([N:12]2[CH:7]3[CH:6]([CH2:11][CH2:10][CH2:9][CH2:8]3)[C:4]([OH:3])=[C:14]([C:15]3[NH:20][C:19]4[CH:21]=[CH:22][C:23]([NH:25][S:26]([CH3:29])(=[O:27])=[O:28])=[CH:24][C:18]=4[S:17](=[O:31])(=[O:30])[N:16]=3)[C:13]2=[O:32])[CH2:34][CH2:35][CH2:36][CH2:37][CH2:38]1. The catalyst class is: 8.